This data is from Full USPTO retrosynthesis dataset with 1.9M reactions from patents (1976-2016). The task is: Predict the reactants needed to synthesize the given product. The reactants are: [Cl:1][C:2]1[S:9][C:8]2[CH:7]=[C:6]([C:10]([NH:12][C@@H:13]3[CH2:21][C:20]4[C:15](=[CH:16][CH:17]=[CH:18][CH:19]=4)[C@H:14]3[CH2:22][OH:23])=[O:11])[NH:5][C:4]=2[C:3]=1[Cl:24].C(N(CC)CC)C.[CH3:32][S:33](Cl)(=[O:35])=[O:34]. Given the product [CH3:32][S:33]([O:23][CH2:22][C@@H:14]1[C:15]2[C:20](=[CH:19][CH:18]=[CH:17][CH:16]=2)[CH2:21][C@H:13]1[NH:12][C:10]([C:6]1[NH:5][C:4]2[C:3]([Cl:24])=[C:2]([Cl:1])[S:9][C:8]=2[CH:7]=1)=[O:11])(=[O:35])=[O:34], predict the reactants needed to synthesize it.